Predict the reactants needed to synthesize the given product. From a dataset of Full USPTO retrosynthesis dataset with 1.9M reactions from patents (1976-2016). (1) Given the product [CH2:1]([O:4][C:8]1[S:9][C:10]([CH:13]=[O:14])=[CH:11][N:12]=1)[C:2]#[CH:3], predict the reactants needed to synthesize it. The reactants are: [CH2:1]([OH:4])[C:2]#[CH:3].[H-].[Na+].Cl[C:8]1[S:9][C:10]([CH:13]=[O:14])=[CH:11][N:12]=1.[Cl-].[NH4+]. (2) Given the product [CH3:10][C:9]([CH3:12])([CH3:11])[CH2:8][O:30][C:27]1[CH:26]=[CH:25][C:24]([C:23]2[C:16]3=[N:15][S:14](=[O:31])(=[O:13])[CH2:19][CH2:18][N:17]3[CH:20]=[CH:21][CH:22]=2)=[CH:29][CH:28]=1, predict the reactants needed to synthesize it. The reactants are: C(=O)([O-])[O-].[K+].[K+].I[CH2:8][C:9]([CH3:12])([CH3:11])[CH3:10].[O:13]=[S:14]1(=[O:31])[CH2:19][CH2:18][N:17]2[CH:20]=[CH:21][CH:22]=[C:23]([C:24]3[CH:29]=[CH:28][C:27]([OH:30])=[CH:26][CH:25]=3)[C:16]2=[N:15]1.O. (3) Given the product [Br:1][C:2]1[CH:9]=[CH:8][C:7]([Cl:10])=[CH:6][C:3]=1[CH:4]([NH2:5])[CH3:11], predict the reactants needed to synthesize it. The reactants are: [Br:1][C:2]1[CH:9]=[CH:8][C:7]([Cl:10])=[CH:6][C:3]=1[C:4]#[N:5].[CH3:11]C[Mg+].[Br-].CO.[BH4-].[Na+]. (4) Given the product [O:31]=[S:29]1(=[O:30])[C:24]2[CH:25]=[CH:26][CH:27]=[CH:28][C:23]=2[NH:22][C:3]([C:4]2[C:13](=[O:14])[C:12]([CH3:18])([CH2:15][CH2:16][CH3:17])[C:11]3[C:6]([C:5]=2[OH:19])=[CH:7][CH:8]=[CH:9][CH:10]=3)=[N:32]1, predict the reactants needed to synthesize it. The reactants are: CS[C:3](SC)=[C:4]1[C:13](=[O:14])[C:12]([CH3:18])([CH2:15][CH2:16][CH3:17])[C:11]2[C:6](=[CH:7][CH:8]=[CH:9][CH:10]=2)[C:5]1=[O:19].[NH2:22][C:23]1[CH:28]=[CH:27][CH:26]=[CH:25][C:24]=1[S:29]([NH2:32])(=[O:31])=[O:30]. (5) Given the product [Cl:24][C:25]1[CH:26]=[C:27]([CH2:33][NH:1][C@H:2]2[CH2:7][CH2:6][N:5]([CH2:8][CH2:9][N:10]3[C:19]4[C:14](=[N:15][CH:16]=[C:17]([O:20][CH3:21])[CH:18]=4)[CH:13]=[CH:12][C:11]3=[O:22])[CH2:4][C@H:3]2[OH:23])[CH:28]=[N:29][C:30]=1[CH2:31][OH:32], predict the reactants needed to synthesize it. The reactants are: [NH2:1][C@H:2]1[CH2:7][CH2:6][N:5]([CH2:8][CH2:9][N:10]2[C:19]3[C:14](=[N:15][CH:16]=[C:17]([O:20][CH3:21])[CH:18]=3)[CH:13]=[CH:12][C:11]2=[O:22])[CH2:4][C@H:3]1[OH:23].[Cl:24][C:25]1[CH:26]=[C:27]([CH:33]=O)[CH:28]=[N:29][C:30]=1[CH2:31][OH:32].C(O[BH-](OC(=O)C)OC(=O)C)(=O)C.[Na+]. (6) Given the product [NH2:16][C:17]1[S:18][CH:19]=[C:20]([C:22]2[CH:23]=[CH:24][C:25]([NH:28][C:9]([O:11][C:12]([CH3:13])([CH3:14])[CH3:15])=[O:10])=[CH:26][CH:27]=2)[N:21]=1, predict the reactants needed to synthesize it. The reactants are: [C:12]([O:11][C:9](O[C:9]([O:11][C:12]([CH3:15])([CH3:14])[CH3:13])=[O:10])=[O:10])([CH3:15])([CH3:14])[CH3:13].[NH2:16][C:17]1[S:18][CH:19]=[C:20]([C:22]2[CH:27]=[CH:26][C:25]([NH2:28])=[CH:24][CH:23]=2)[N:21]=1.